This data is from Reaction yield outcomes from USPTO patents with 853,638 reactions. The task is: Predict the reaction yield, written as a fraction of the theoretical maximum amount of product (1.0 means a 100% yield; for example, 0.34 means a 34% yield). The reactants are C[O:2][C:3]([C:5]1[S:9][C:8]([N:10]2[CH2:15][CH2:14][N:13]([S:16]([C:19]3[CH:24]=[CH:23][C:22]([C:25]4[CH:30]=[CH:29][CH:28]=[CH:27][CH:26]=4)=[CH:21][CH:20]=3)(=[O:18])=[O:17])[CH2:12][CH2:11]2)=[N:7][CH:6]=1)=[O:4].Cl.NO.C[O-].[Na+].CO.Cl. The catalyst is O1CCOCC1. The product is [C:22]1([C:25]2[CH:26]=[CH:27][CH:28]=[CH:29][CH:30]=2)[CH:23]=[CH:24][C:19]([S:16]([N:13]2[CH2:12][CH2:11][N:10]([C:8]3[S:9][C:5]([C:3]([OH:4])=[O:2])=[CH:6][N:7]=3)[CH2:15][CH2:14]2)(=[O:17])=[O:18])=[CH:20][CH:21]=1. The yield is 0.0720.